Task: Predict the reaction yield, written as a fraction of the theoretical maximum amount of product (1.0 means a 100% yield; for example, 0.34 means a 34% yield).. Dataset: Reaction yield outcomes from USPTO patents with 853,638 reactions (1) The catalyst is CN(C=O)C. The yield is 0.370. The product is [CH3:1][N:2]([CH3:9])[CH2:3][CH:4]=[CH:5][C:6]([N:24]1[CH2:23][CH2:22][CH:20]([N:25]2[CH:45]=[C:46]([C:62]([NH2:64])=[O:63])[C:47]([C:49]3[CH:50]=[CH:51][C:52]([O:55][C:56]4[CH:57]=[CH:58][CH:59]=[CH:60][CH:61]=4)=[CH:53][CH:54]=3)=[N:48]2)[CH2:19]1)=[O:7]. The reactants are [CH3:1][N:2]([CH3:9])[CH2:3][CH:4]=[CH:5][C:6](O)=[O:7].CN(C(ON1N=[N:25][C:20]2C=[CH:22][CH:23]=[N:24][C:19]1=2)=[N+](C)C)C.F[P-](F)(F)(F)(F)F.C(N1CCC(C2[N:48]=[C:47]([C:49]3[CH:54]=[CH:53][C:52]([O:55][C:56]4[CH:61]=[CH:60][CH:59]=[CH:58][CH:57]=4)=[CH:51][CH:50]=3)[C:46]([C:62]([NH2:64])=[O:63])=[CH:45]C=2)C1)(=O)C=C.CCN(C(C)C)C(C)C. (2) The reactants are Cl[C:2]1[N:7]2[N:8]=[C:9]([CH3:11])[CH:10]=[C:6]2[N:5]=[C:4]([NH:12][C:13]([CH:15]2[CH2:17][CH:16]2[C:18]2[CH:23]=[CH:22][CH:21]=[CH:20][CH:19]=2)=[O:14])[CH:3]=1.[F:24][C@H:25]1[CH2:29][CH2:28][NH:27][CH2:26]1. The catalyst is CN1C(=O)CCC1.CS(C)=O.CO. The product is [F:24][C@H:25]1[CH2:29][CH2:28][N:27]([C:2]2[N:7]3[N:8]=[C:9]([CH3:11])[CH:10]=[C:6]3[N:5]=[C:4]([NH:12][C:13]([CH:15]3[CH2:17][CH:16]3[C:18]3[CH:23]=[CH:22][CH:21]=[CH:20][CH:19]=3)=[O:14])[CH:3]=2)[CH2:26]1. The yield is 0.440. (3) The reactants are [Si:1]([O:8][C@@H:9]1[C@@:28]2([CH3:29])[C:13](=[CH:14][CH:15]=[C:16]3[C@@H:27]2[CH2:26][CH2:25][C@@:24]2([CH3:30])[C@H:17]3[CH2:18][CH:19]=[C:20]2[C@H:21]([OH:23])[CH3:22])[CH2:12][C@@H:11]([O:31][Si:32]([C:35]([CH3:38])([CH3:37])[CH3:36])([CH3:34])[CH3:33])[CH2:10]1)([C:4]([CH3:7])([CH3:6])[CH3:5])([CH3:3])[CH3:2].[H-].[Na+].Br[CH2:42][CH:43]1[O:47][C:44]1([CH3:46])[CH3:45].C([BH-](C(CC)C)C(CC)C)(CC)C.[Li+].[OH-].[Na+].OO. The catalyst is O1CCCC1.C(OCC)(=O)C. The product is [Si:1]([O:8][C@@H:9]1[C@@:28]2([CH3:29])[C:13](=[CH:14][CH:15]=[C:16]3[C@@H:27]2[CH2:26][CH2:25][C@@:24]2([CH3:30])[C@H:17]3[CH2:18][CH:19]=[C:20]2[C@H:21]([O:23][CH2:42][CH2:43][C:44]([OH:47])([CH3:46])[CH3:45])[CH3:22])[CH2:12][C@@H:11]([O:31][Si:32]([C:35]([CH3:37])([CH3:36])[CH3:38])([CH3:33])[CH3:34])[CH2:10]1)([C:4]([CH3:7])([CH3:6])[CH3:5])([CH3:3])[CH3:2]. The yield is 0.830. (4) The reactants are [C:1]([O:5][C:6]([NH:8][C@H:9]([CH2:15][C:16]1[CH:21]=[CH:20][CH:19]=[CH:18][CH:17]=1)[C:10](=[O:14])[CH:11]=[N+]=[N-])=[O:7])([CH3:4])([CH3:3])[CH3:2].[ClH:22].O1CCOCC1. The catalyst is CCOCC.CCOC(C)=O. The product is [C:1]([O:5][C:6]([NH:8][C@H:9]([CH2:15][C:16]1[CH:21]=[CH:20][CH:19]=[CH:18][CH:17]=1)[C:10](=[O:14])[CH2:11][Cl:22])=[O:7])([CH3:4])([CH3:3])[CH3:2]. The yield is 0.920. (5) The reactants are [O:1]1[CH2:6][CH:5]=[C:4]([C:7]2[CH:8]=[C:9]([CH:14]=[CH:15][C:16]=2OS(C(F)(F)F)(=O)=O)[C:10]([O:12][CH3:13])=[O:11])[CH2:3][CH2:2]1.[F:25][C:26]1[CH:31]=[CH:30][C:29]([O:32][CH3:33])=[CH:28][C:27]=1B(O)O.C(=O)([O-])[O-].[K+].[K+]. The catalyst is CN(C=O)C.O.C1C=CC([P]([Pd]([P](C2C=CC=CC=2)(C2C=CC=CC=2)C2C=CC=CC=2)([P](C2C=CC=CC=2)(C2C=CC=CC=2)C2C=CC=CC=2)[P](C2C=CC=CC=2)(C2C=CC=CC=2)C2C=CC=CC=2)(C2C=CC=CC=2)C2C=CC=CC=2)=CC=1. The product is [O:1]1[CH2:6][CH:5]=[C:4]([C:7]2[CH:8]=[C:9]([C:10]([O:12][CH3:13])=[O:11])[CH:14]=[CH:15][C:16]=2[C:27]2[CH:28]=[C:29]([O:32][CH3:33])[CH:30]=[CH:31][C:26]=2[F:25])[CH2:3][CH2:2]1. The yield is 0.870. (6) The reactants are [Cl:1][C:2]1[CH:27]=[CH:26][CH:25]=[CH:24][C:3]=1[C:4]([NH:6][C:7](=[O:23])[NH:8][C:9]1[S:10][C:11]2[CH:17]=[C:16]([S:18]([CH:21]=[CH2:22])(=[O:20])=[O:19])[CH:15]=[CH:14][C:12]=2[N:13]=1)=[O:5].[CH3:28][O-:29].[Na+]. The catalyst is C1COCC1. The product is [Cl:1][C:2]1[CH:27]=[CH:26][CH:25]=[CH:24][C:3]=1[C:4]([NH:6][C:7](=[O:23])[NH:8][C:9]1[S:10][C:11]2[CH:17]=[C:16]([S:18]([CH2:21][CH2:22][O:29][CH3:28])(=[O:20])=[O:19])[CH:15]=[CH:14][C:12]=2[N:13]=1)=[O:5]. The yield is 0.440. (7) The reactants are [Br:1][C:2]1[CH:11]=[CH:10][C:5]([C:6]([O:8][CH3:9])=[O:7])=[C:4]([CH3:12])[CH:3]=1.[Br:13]N1C(=O)CCC1=O. The catalyst is C(Cl)(Cl)(Cl)Cl.C(OOC(=O)C1C=CC=CC=1)(=O)C1C=CC=CC=1. The product is [Br:1][C:2]1[CH:11]=[CH:10][C:5]([C:6]([O:8][CH3:9])=[O:7])=[C:4]([CH2:12][Br:13])[CH:3]=1. The yield is 0.920.